Predict the reactants needed to synthesize the given product. From a dataset of Full USPTO retrosynthesis dataset with 1.9M reactions from patents (1976-2016). (1) Given the product [Si:14]([O:13][CH2:12][CH2:11][N:6]1[CH2:5][CH2:4][CH2:3][CH2:9][C:7]1=[O:8])([C:17]([CH3:20])([CH3:19])[CH3:18])([CH3:16])[CH3:15], predict the reactants needed to synthesize it. The reactants are: [H-].[Na+].[CH2:3]1[CH2:9][C:7](=[O:8])[NH:6][CH2:5][CH2:4]1.Br[CH2:11][CH2:12][O:13][Si:14]([C:17]([CH3:20])([CH3:19])[CH3:18])([CH3:16])[CH3:15].O. (2) Given the product [Cl:1][C:2]1[CH:7]=[CH:6][C:5]([Cl:8])=[CH:4][C:3]=1[O:9][CH2:18][C:17]#[CH:16], predict the reactants needed to synthesize it. The reactants are: [Cl:1][C:2]1[CH:7]=[CH:6][C:5]([Cl:8])=[CH:4][C:3]=1[OH:9].C(=O)([O-])[O-].[K+].[K+].[CH2:16](Br)[C:17]#[CH:18].C1(C)C=CC=CC=1.